This data is from Forward reaction prediction with 1.9M reactions from USPTO patents (1976-2016). The task is: Predict the product of the given reaction. (1) Given the reactants [Cl:1][C:2]1[CH:3]=[C:4]([N:8]2[C:12]([C:13]3[CH:18]=[CH:17][C:16]([O:19][CH3:20])=[C:15]([O:21][CH3:22])[CH:14]=3)=[CH:11][C:10]([C:23]([O:25]CC)=[O:24])=[N:9]2)[CH:5]=[CH:6][CH:7]=1.[OH-].[K+], predict the reaction product. The product is: [Cl:1][C:2]1[CH:3]=[C:4]([N:8]2[C:12]([C:13]3[CH:18]=[CH:17][C:16]([O:19][CH3:20])=[C:15]([O:21][CH3:22])[CH:14]=3)=[CH:11][C:10]([C:23]([OH:25])=[O:24])=[N:9]2)[CH:5]=[CH:6][CH:7]=1. (2) Given the reactants [Br-:1].C[N+](C)(C)C1C=CC=CC=1.BrBr.[CH3:14][C:15]1[S:16][C:17]([C:21](=[O:23])[CH3:22])=[C:18]([CH3:20])[N:19]=1.Br, predict the reaction product. The product is: [Br:1][CH2:22][C:21]([C:17]1[S:16][C:15]([CH3:14])=[N:19][C:18]=1[CH3:20])=[O:23]. (3) Given the reactants C(Cl)Cl.[Cl:4][C:5]1[C:6]([CH:20]([S:29]([C:32]2[CH:37]=[CH:36][C:35]([Cl:38])=[CH:34][CH:33]=2)(=[O:31])=[O:30])[C:21]2[CH:26]=[C:25]([F:27])[CH:24]=[CH:23][C:22]=2[F:28])=[CH:7][C:8]([NH:11][NH:12][C:13]([O:15][C:16]([CH3:19])([CH3:18])[CH3:17])=[O:14])=[N:9][CH:10]=1.C(N(CC)CC)C.[CH3:46][S:47](Cl)(=[O:49])=[O:48], predict the reaction product. The product is: [Cl:4][C:5]1[C:6]([CH:20]([S:29]([C:32]2[CH:33]=[CH:34][C:35]([Cl:38])=[CH:36][CH:37]=2)(=[O:31])=[O:30])[C:21]2[CH:26]=[C:25]([F:27])[CH:24]=[CH:23][C:22]=2[F:28])=[CH:7][C:8]([N:11]([S:47]([CH3:46])(=[O:49])=[O:48])[NH:12][C:13]([O:15][C:16]([CH3:17])([CH3:19])[CH3:18])=[O:14])=[N:9][CH:10]=1. (4) Given the reactants Br[C:2]1[CH:3]=[C:4]([C:21]2[C:22]([CH3:27])=[N:23][O:24][C:25]=2[CH3:26])[C:5]2[O:10][CH2:9][CH:8]([C:11]3[CH:16]=[CH:15][CH:14]=[CH:13][CH:12]=3)[N:7]3[C:17](=[O:20])[NH:18][C:19]=1[C:6]=23.[C:28]1(B(O)O)[CH:33]=[CH:32][CH:31]=[CH:30][CH:29]=1.C(Cl)Cl.C(=O)([O-])[O-].[K+].[K+], predict the reaction product. The product is: [CH3:27][C:22]1[C:21]([C:4]2[C:5]3[O:10][CH2:9][CH:8]([C:11]4[CH:16]=[CH:15][CH:14]=[CH:13][CH:12]=4)[N:7]4[C:17](=[O:20])[NH:18][C:19]([C:6]=34)=[C:2]([C:28]3[CH:33]=[CH:32][CH:31]=[CH:30][CH:29]=3)[CH:3]=2)=[C:25]([CH3:26])[O:24][N:23]=1. (5) Given the reactants Cl.[OH-].[Na+:3].[CH:4]1[CH:5]=[CH:6][C:7]2[NH:14][C:12](=[O:13])[CH:11]=[C:10]([CH2:15][CH:16]([NH:20][C:21]([C:23]3[CH:24]=[CH:25][C:26]([Cl:29])=[CH:27][CH:28]=3)=[O:22])[C:17]([OH:19])=[O:18])[C:8]=2[CH:9]=1, predict the reaction product. The product is: [OH-:13].[Na+:3].[CH:4]1[CH:5]=[CH:6][C:7]2[NH:14][C:12](=[O:13])[CH:11]=[C:10]([CH2:15][CH:16]([NH:20][C:21]([C:23]3[CH:28]=[CH:27][C:26]([Cl:29])=[CH:25][CH:24]=3)=[O:22])[C:17]([OH:19])=[O:18])[C:8]=2[CH:9]=1. (6) Given the reactants C1C=CC2N(O)N=NC=2C=1.CCN(C(C)C)C(C)C.[Br:20][C:21]1[CH:29]=[CH:28][C:27]([O:30][CH3:31])=[CH:26][C:22]=1[C:23]([OH:25])=O.CCN=C=NCCCN(C)C.Cl.[C:44]([O:48][C:49](=[O:60])[NH:50][CH2:51][C:52](=[O:59])[N:53]1[CH2:58][CH2:57][NH:56][CH2:55][CH2:54]1)([CH3:47])([CH3:46])[CH3:45], predict the reaction product. The product is: [C:44]([O:48][C:49](=[O:60])[NH:50][CH2:51][C:52]([N:53]1[CH2:54][CH2:55][N:56]([C:23](=[O:25])[C:22]2[CH:26]=[C:27]([O:30][CH3:31])[CH:28]=[CH:29][C:21]=2[Br:20])[CH2:57][CH2:58]1)=[O:59])([CH3:47])([CH3:45])[CH3:46]. (7) Given the reactants [CH3:1][CH:2](O)[CH2:3][C:4]#[CH:5].[C:7]1(=[O:17])[NH:11][C:10](=[O:12])[C:9]2=[CH:13][CH:14]=[CH:15][CH:16]=[C:8]12.C1(P(C2C=CC=CC=2)C2C=CC=CC=2)C=CC=CC=1.N(C(OCC)=O)=NC(OCC)=O, predict the reaction product. The product is: [CH3:5][CH:4]([N:11]1[C:7](=[O:17])[C:8]2[C:9](=[CH:13][CH:14]=[CH:15][CH:16]=2)[C:10]1=[O:12])[CH2:3][C:2]#[CH:1]. (8) Given the reactants [CH:1]1([C:7]2[C:15]3[C:10](=[CH:11][C:12]([C:16]([O:18][CH3:19])=[O:17])=[CH:13][CH:14]=3)[NH:9][C:8]=2[C:20]2[CH:25]=[CH:24][CH:23]=[CH:22][C:21]=2[OH:26])[CH2:6][CH2:5][CH2:4][CH2:3][CH2:2]1.Br[CH:28]([CH2:34]Br)[C:29]([O:31][CH2:32][CH3:33])=[O:30].C(=O)([O-])[O-].[K+].[K+].O, predict the reaction product. The product is: [CH:1]1([C:7]2[C:15]3[CH:14]=[CH:13][C:12]([C:16]([O:18][CH3:19])=[O:17])=[CH:11][C:10]=3[N:9]3[C:8]=2[C:20]2[CH:25]=[CH:24][CH:23]=[CH:22][C:21]=2[O:26][CH:28]([C:29]([O:31][CH2:32][CH3:33])=[O:30])[CH2:34]3)[CH2:6][CH2:5][CH2:4][CH2:3][CH2:2]1.